From a dataset of Forward reaction prediction with 1.9M reactions from USPTO patents (1976-2016). Predict the product of the given reaction. (1) Given the reactants Br[C:2]1[CH:7]=[CH:6][C:5]([C:8]2[CH:13]=[CH:12][N:11]=[CH:10][CH:9]=2)=[CH:4][C:3]=1[F:14].Cl.[NH:16]1[CH2:21][CH2:20][CH2:19][C@H:18]([C:22]([O:24][CH2:25][CH3:26])=[O:23])[CH2:17]1.CC(C)([O-])C.[Na+].C(P(C(C)(C)C)C1C=CC=CC=1C1C=CC=CC=1)(C)(C)C.O1CCOCC1, predict the reaction product. The product is: [F:14][C:3]1[CH:4]=[C:5]([C:8]2[CH:13]=[CH:12][N:11]=[CH:10][CH:9]=2)[CH:6]=[CH:7][C:2]=1[N:16]1[CH2:21][CH2:20][CH2:19][C@H:18]([C:22]([O:24][CH2:25][CH3:26])=[O:23])[CH2:17]1. (2) Given the reactants [H-].[Na+].[Cl:3][C:4]1[C:9]([C:10]2[CH:15]=[CH:14][CH:13]=[CH:12][CH:11]=2)=[N:8][N:7]=[C:6]2[NH:16][N:17]=[C:18]([I:19])[C:5]=12.Cl[CH2:21][C:22]([N:24]1[CH2:28][CH2:27][C@@H:26]([F:29])[CH2:25]1)=[O:23].[Li+].[Cl-], predict the reaction product. The product is: [Cl:3][C:4]1[C:9]([C:10]2[CH:11]=[CH:12][CH:13]=[CH:14][CH:15]=2)=[N:8][N:7]=[C:6]2[N:16]([CH2:21][C:22]([N:24]3[CH2:28][CH2:27][C@@H:26]([F:29])[CH2:25]3)=[O:23])[N:17]=[C:18]([I:19])[C:5]=12. (3) The product is: [CH2:11]([C:9]1[S:8][C:6]2[N:7]=[C:2]([S:28][CH:29]([CH3:33])[C:30](=[O:32])[CH3:31])[N:3]=[C:4]([N:13]3[CH2:18][CH2:17][N:16]([C:19](=[O:27])[CH2:20][C:21]4[CH:26]=[CH:25][CH:24]=[CH:23][CH:22]=4)[CH2:15][CH2:14]3)[C:5]=2[CH:10]=1)[CH3:12]. Given the reactants Cl[C:2]1[N:3]=[C:4]([N:13]2[CH2:18][CH2:17][N:16]([C:19](=[O:27])[CH2:20][C:21]3[CH:26]=[CH:25][CH:24]=[CH:23][CH:22]=3)[CH2:15][CH2:14]2)[C:5]2[CH:10]=[C:9]([CH2:11][CH3:12])[S:8][C:6]=2[N:7]=1.[SH:28][CH:29]([CH3:33])[C:30](=[O:32])[CH3:31], predict the reaction product. (4) Given the reactants [C@@H:1]12[CH2:6][C@@H:5]1[CH2:4][NH:3][C@@H:2]2[CH2:7][NH:8][C:9]([C:11]1[CH:12]=[CH:13][CH:14]=[C:15]2[O:19][CH:18]=[CH:17][C:16]=12)=[O:10].[N:20]1([C:25]2[CH:33]=[CH:32][CH:31]=[CH:30][C:26]=2[C:27](O)=[O:28])[CH:24]=[CH:23][CH:22]=[N:21]1, predict the reaction product. The product is: [N:20]1([C:25]2[CH:33]=[CH:32][CH:31]=[CH:30][C:26]=2[C:27]([N:3]2[CH2:4][C@@H:5]3[C@@H:1]([CH2:6]3)[C@H:2]2[CH2:7][NH:8][C:9]([C:11]2[CH:12]=[CH:13][CH:14]=[C:15]3[O:19][CH:18]=[CH:17][C:16]=23)=[O:10])=[O:28])[CH:24]=[CH:23][CH:22]=[N:21]1. (5) Given the reactants [N+:1]([C:4]1[CH:5]=[CH:6][C:7]([CH:10]=[CH2:11])=[N:8][CH:9]=1)([O-:3])=[O:2].[CH3:12][O:13][C:14]1[CH:29]=[CH:28][C:17]([CH2:18][N:19]([CH2:25]OC)[CH2:20][Si](C)(C)C)=[CH:16][CH:15]=1.FC(F)(F)C(O)=O, predict the reaction product. The product is: [CH3:12][O:13][C:14]1[CH:29]=[CH:28][C:17]([CH2:18][N:19]2[CH2:25][CH2:11][CH:10]([C:7]3[CH:6]=[CH:5][C:4]([N+:1]([O-:3])=[O:2])=[CH:9][N:8]=3)[CH2:20]2)=[CH:16][CH:15]=1. (6) Given the reactants Cl[C:2]1[N:7]=[C:6]([N:8]([C:10]2[CH:15]=[CH:14][C:13]([F:16])=[C:12]([Cl:17])[C:11]=2[F:18])[CH3:9])[CH:5]=[CH:4][N:3]=1.[N:19]1([C:25]2[CH:26]=[C:27]([CH:29]=[C:30]([N:32]3[CH2:37][CH2:36][S:35][CH2:34][CH2:33]3)[CH:31]=2)[NH2:28])[CH2:24][CH2:23][O:22][CH2:21][CH2:20]1.Cl, predict the reaction product. The product is: [Cl:17][C:12]1[C:11]([F:18])=[C:10]([N:8]([CH3:9])[C:6]2[CH:5]=[CH:4][N:3]=[C:2]([NH:28][C:27]3[CH:29]=[C:30]([N:32]4[CH2:33][CH2:34][S:35][CH2:36][CH2:37]4)[CH:31]=[C:25]([N:19]4[CH2:24][CH2:23][O:22][CH2:21][CH2:20]4)[CH:26]=3)[N:7]=2)[CH:15]=[CH:14][C:13]=1[F:16]. (7) The product is: [CH2:1]([O:8][CH2:9][N:10]1[C:11](=[O:57])[C:12]2[C:48]3[C:56]4[C:51](=[CH:52][CH:53]=[CH:54][CH:55]=4)[NH:50][C:49]=3[C:17]3[N:18]([C@@H:25]4[O:42][C@H:41]([CH2:43][O:44][C:45](=[O:47])[CH3:46])[C@@H:36]([O:37][C:38](=[O:40])[CH3:39])[C@H:31]([O:32][C:33](=[O:35])[CH3:34])[C@H:26]4[O:27][C:28](=[O:30])[CH3:29])[C:19]4[N:20]=[CH:21][CH:22]=[CH:23][C:24]=4[C:16]=3[C:13]=2[C:14]1=[O:15])[C:2]1[CH:7]=[CH:6][CH:5]=[CH:4][CH:3]=1. Given the reactants [CH2:1]([O:8][CH2:9][N:10]1[C:14](=[O:15])[C:13]([C:16]2[C:24]3[C:19](=[N:20][CH:21]=[CH:22][CH:23]=3)[N:18]([C@@H:25]3[O:42][C@H:41]([CH2:43][O:44][C:45](=[O:47])[CH3:46])[C@@H:36]([O:37][C:38](=[O:40])[CH3:39])[C@H:31]([O:32][C:33](=[O:35])[CH3:34])[C@H:26]3[O:27][C:28](=[O:30])[CH3:29])[CH:17]=2)=[C:12]([C:48]2[C:56]3[C:51](=[CH:52][CH:53]=[CH:54][CH:55]=3)[NH:50][CH:49]=2)[C:11]1=[O:57])[C:2]1[CH:7]=[CH:6][CH:5]=[CH:4][CH:3]=1.II, predict the reaction product. (8) Given the reactants Br[C:2]1[S:3][C:4]([CH3:8])=[C:5]([Br:7])[N:6]=1.[CH3:9][S-:10].[Na+], predict the reaction product. The product is: [Br:7][C:5]1[N:6]=[C:2]([S:10][CH3:9])[S:3][C:4]=1[CH3:8]. (9) Given the reactants C(=O)([O-])[O-].[K+].[K+].Cl[CH2:8][CH2:9][CH2:10][C:11]#[N:12].[NH2:13][CH:14]1[C:22]2[C:17](=[CH:18][CH:19]=[CH:20][CH:21]=2)[CH2:16][CH2:15]1, predict the reaction product. The product is: [C:11]([CH2:10][CH2:9][CH2:8][NH:13][CH:14]1[C:22]2[C:17](=[CH:18][CH:19]=[CH:20][CH:21]=2)[CH2:16][CH2:15]1)#[N:12].